Dataset: Reaction yield outcomes from USPTO patents with 853,638 reactions. Task: Predict the reaction yield, written as a fraction of the theoretical maximum amount of product (1.0 means a 100% yield; for example, 0.34 means a 34% yield). (1) The product is [C:15]1(=[O:16])[C:11]2([CH2:10][CH2:9][NH:8][CH2:19][CH2:18]2)[CH2:12][C:13](=[O:17])[NH:14]1. The yield is 1.00. The reactants are C([N:8]1[CH2:19][CH2:18][C:11]2([C:15](=[O:16])[NH:14][C:13](=[O:17])[CH2:12]2)[CH2:10][CH2:9]1)C1C=CC=CC=1.CCO. The catalyst is [OH-].[OH-].[Pd+2].C(O)(=O)C. (2) The reactants are [Br:1][C:2]1[CH:3]=[C:4]2[C:9](=[CH:10][CH:11]=1)[N:8]=[CH:7][CH:6]=[C:5]2I.CC1(C)C(C)(C)OB([C:21]2[CH:22]=[N:23][NH:24][CH:25]=2)O1.C(=O)([O-])[O-].[K+].[K+]. The catalyst is O1CCOCC1.C1C=CC([PH+]([C]2[CH][CH][CH][CH]2)C2C=CC=CC=2)=CC=1.C1C=CC([PH+]([C]2[CH][CH][CH][CH]2)C2C=CC=CC=2)=CC=1.C(Cl)Cl.Cl[Pd]Cl.[Fe]. The product is [Br:1][C:2]1[CH:3]=[C:4]2[C:9](=[CH:10][CH:11]=1)[N:8]=[CH:7][CH:6]=[C:5]2[C:21]1[CH:22]=[N:23][NH:24][CH:25]=1. The yield is 0.340. (3) The reactants are F[C:2]1[CH:7]=[CH:6][CH:5]=[CH:4][C:3]=1[N+:8]([O-:10])=[O:9].[NH:11]([CH2:15][CH2:16][OH:17])[CH2:12][CH2:13][OH:14]. The catalyst is CS(C)=O. The product is [OH:14][CH2:13][CH2:12][N:11]([C:6]1[CH:5]=[CH:4][C:3]([N+:8]([O-:10])=[O:9])=[CH:2][CH:7]=1)[CH2:15][CH2:16][OH:17]. The yield is 0.630. (4) The reactants are FC(F)(F)C(O)=O.[Cl:8][C:9]1[C:10]([F:37])=[C:11]([CH:15]2[C:19]([C:22]3[CH:27]=[CH:26][C:25]([Cl:28])=[CH:24][CH:23]=3)([C:20]#[N:21])[CH:18]([CH2:29][C:30]([CH3:33])([CH3:32])[CH3:31])[NH:17][CH:16]2[C:34]([OH:36])=O)[CH:12]=[CH:13][CH:14]=1.[NH2:38][CH2:39][C:40]([CH3:44])([CH3:43])[CH2:41][OH:42].CN(C(ON1N=NC2C=CC=NC1=2)=[N+](C)C)C.F[P-](F)(F)(F)(F)F.CCN(C(C)C)C(C)C. The catalyst is C(Cl)Cl. The product is [OH:42][CH2:41][C:40]([CH3:44])([CH3:43])[CH2:39][NH:38][C:34]([CH:16]1[CH:15]([C:11]2[CH:12]=[CH:13][CH:14]=[C:9]([Cl:8])[C:10]=2[F:37])[C:19]([C:22]2[CH:23]=[CH:24][C:25]([Cl:28])=[CH:26][CH:27]=2)([C:20]#[N:21])[CH:18]([CH2:29][C:30]([CH3:31])([CH3:33])[CH3:32])[NH:17]1)=[O:36]. The yield is 0.830. (5) The reactants are [OH:1][CH:2]([C:6]([O:19][CH3:20])([C:13]1[CH:18]=[CH:17][CH:16]=[CH:15][CH:14]=1)[C:7]1[CH:12]=[CH:11][CH:10]=[CH:9][CH:8]=1)[C:3]([OH:5])=[O:4].[N+](C1C=CC=CC=1[C@@H](N)C)([O-])=O. No catalyst specified. The product is [OH:1][C@@H:2]([C:6]([O:19][CH3:20])([C:7]1[CH:12]=[CH:11][CH:10]=[CH:9][CH:8]=1)[C:13]1[CH:18]=[CH:17][CH:16]=[CH:15][CH:14]=1)[C:3]([OH:5])=[O:4]. The yield is 0.350. (6) The reactants are [CH3:1][C:2]1[CH:10]=[CH:9][C:8]2[NH:7][C:6]3[CH2:11][CH2:12][N:13]([C:15]([O:17][CH2:18][CH3:19])=[O:16])[CH2:14][C:5]=3[C:4]=2[CH:3]=1.[CH2:20]([CH:22]1[O:24][CH2:23]1)Br.[NH4+].[Cl-]. No catalyst specified. The product is [CH3:1][C:2]1[CH:10]=[CH:9][C:8]2[N:7]([CH2:20][CH:22]3[CH2:23][O:24]3)[C:6]3[CH2:11][CH2:12][N:13]([C:15]([O:17][CH2:18][CH3:19])=[O:16])[CH2:14][C:5]=3[C:4]=2[CH:3]=1. The yield is 0.490.